This data is from Forward reaction prediction with 1.9M reactions from USPTO patents (1976-2016). The task is: Predict the product of the given reaction. (1) Given the reactants [CH2:1]([O:5][C:6]([C:8]1[N:13]=[C:12](Br)[C:11]2[C:15]([CH3:18])=[N:16][S:17][C:10]=2[C:9]=1[OH:19])=[O:7])[CH2:2][CH2:3][CH3:4].C([Sn](CCCC)(CCCC)[C:25]1[CH:30]=[CH:29][CH:28]=[CH:27][CH:26]=1)CCC, predict the reaction product. The product is: [CH2:1]([O:5][C:6]([C:8]1[N:13]=[C:12]([C:25]2[CH:30]=[CH:29][CH:28]=[CH:27][CH:26]=2)[C:11]2[C:15]([CH3:18])=[N:16][S:17][C:10]=2[C:9]=1[OH:19])=[O:7])[CH2:2][CH2:3][CH3:4]. (2) Given the reactants [CH3:1][C:2]12[CH2:12][C:6]3([O:13][CH2:14][C:15]#[CH:16])[CH2:7][C:8]([CH3:11])([CH2:10][C:4]([C:17]45[CH2:30][C:21]6([CH3:31])[CH2:22][C:23]([O:26][CH2:27][C:28]#[CH:29])([CH2:25][C:19]([CH3:32])([CH2:20]6)[CH2:18]4)[CH2:24]5)([CH2:5]3)[CH2:3]1)[CH2:9]2.N1C2C(=CC=CC=2)C=CC=1.[H][H], predict the reaction product. The product is: [CH3:31][C:21]12[CH2:22][C:23]3([O:26][CH2:27][CH:28]=[CH2:29])[CH2:25][C:19]([CH3:32])([CH2:18][C:17]([C:4]45[CH2:3][C:2]6([CH3:1])[CH2:12][C:6]([O:13][CH2:14][CH:15]=[CH2:16])([CH2:7][C:8]([CH3:11])([CH2:9]6)[CH2:10]4)[CH2:5]5)([CH2:24]3)[CH2:30]1)[CH2:20]2. (3) Given the reactants FC(F)(F)C(O)=O.[CH3:8][C:9]([CH3:27])([CH2:24][CH2:25][CH3:26])[CH2:10][O:11][C:12]1[N:20]=[C:19]2[C:15]([N:16]=[C:17]([O:21][CH3:22])[NH:18]2)=[C:14]([NH2:23])[N:13]=1.C(=O)([O-])[O-].[K+].[K+].Br[CH2:35][CH:36]1[CH2:41][CH2:40][O:39][CH2:38][CH2:37]1, predict the reaction product. The product is: [CH3:8][C:9]([CH3:27])([CH2:24][CH2:25][CH3:26])[CH2:10][O:11][C:12]1[N:20]=[C:19]2[C:15]([N:16]=[C:17]([O:21][CH3:22])[N:18]2[CH2:35][CH:36]2[CH2:41][CH2:40][O:39][CH2:38][CH2:37]2)=[C:14]([NH2:23])[N:13]=1.